From a dataset of Full USPTO retrosynthesis dataset with 1.9M reactions from patents (1976-2016). Predict the reactants needed to synthesize the given product. (1) The reactants are: Cl.[CH3:2][O:3][C:4]1[C:12]2[O:11][C:10]([CH3:14])([CH3:13])[CH2:9][C:8]=2[C:7]([C:15]2[CH2:16][C:17]([CH3:29])([CH3:28])[C:18](=[O:27])[N:19]([CH:21]3[CH2:26][CH2:25][NH:24][CH2:23][CH2:22]3)[N:20]=2)=[CH:6][CH:5]=1.[C:30]([O:34][C:35]([NH:37][CH2:38][C:39](O)=[O:40])=[O:36])([CH3:33])([CH3:32])[CH3:31].CN(C(ON1N=NC2C=CC=CC1=2)=[N+](C)C)C.F[P-](F)(F)(F)(F)F.CCN(C(C)C)C(C)C.C(=O)(O)[O-].[Na+]. Given the product [CH3:2][O:3][C:4]1[C:12]2[O:11][C:10]([CH3:14])([CH3:13])[CH2:9][C:8]=2[C:7]([C:15]2[CH2:16][C:17]([CH3:29])([CH3:28])[C:18](=[O:27])[N:19]([CH:21]3[CH2:26][CH2:25][N:24]([C:39](=[O:40])[CH2:38][NH:37][C:35](=[O:36])[O:34][C:30]([CH3:31])([CH3:32])[CH3:33])[CH2:23][CH2:22]3)[N:20]=2)=[CH:6][CH:5]=1, predict the reactants needed to synthesize it. (2) Given the product [OH:38][C:39]1[CH:44]=[CH:43][C:42]([C:11]2[CH:12]=[CH:7][CH:8]=[C:9]([C:13]3[C:22]4[CH2:21][CH2:20][C@H:19]5[C@H:23]([CH3:28])[C:24](=[O:27])[CH2:25][CH2:26][C@:18]5([C:29]5[CH:34]=[CH:33][CH:32]=[CH:31][CH:30]=5)[C:17]=4[N:16]=[C:15]([CH3:35])[N:14]=3)[CH:10]=2)=[CH:41][CH:40]=1, predict the reactants needed to synthesize it. The reactants are: FC(F)(F)S(O[C:7]1[CH:12]=[CH:11][CH:10]=[C:9]([C:13]2[C:22]3[CH2:21][CH2:20][C@H:19]4[C@H:23]([CH3:28])[C:24](=[O:27])[CH2:25][CH2:26][C@:18]4([C:29]4[CH:34]=[CH:33][CH:32]=[CH:31][CH:30]=4)[C:17]=3[N:16]=[C:15]([CH3:35])[N:14]=2)[CH:8]=1)(=O)=O.[OH:38][C:39]1[CH:44]=[CH:43][C:42](B(O)O)=[CH:41][CH:40]=1.[F-].[K+].[O-]P([O-])([O-])=O.[K+].[K+].[K+]. (3) The reactants are: [CH3:1][O:2][C:3]1[CH:4]=[C:5]2[C:10](=[CH:11][C:12]=1[O:13][CH3:14])[N:9]=[CH:8][CH:7]=[C:6]2[O:15][C:16]1[CH:22]=[CH:21][C:19]([NH2:20])=[CH:18][CH:17]=1.C(N(CC)CC)C.ClC(Cl)(O[C:34](=[O:40])OC(Cl)(Cl)Cl)Cl.Cl.[Br:43][C:44]1[CH:45]=[C:46]([C@@H:50]([NH2:52])[CH3:51])[CH:47]=[CH:48][CH:49]=1. Given the product [Br:43][C:44]1[CH:45]=[C:46]([C@@H:50]([NH:52][C:34]([NH:20][C:19]2[CH:21]=[CH:22][C:16]([O:15][C:6]3[C:5]4[C:10](=[CH:11][C:12]([O:13][CH3:14])=[C:3]([O:2][CH3:1])[CH:4]=4)[N:9]=[CH:8][CH:7]=3)=[CH:17][CH:18]=2)=[O:40])[CH3:51])[CH:47]=[CH:48][CH:49]=1, predict the reactants needed to synthesize it.